This data is from Catalyst prediction with 721,799 reactions and 888 catalyst types from USPTO. The task is: Predict which catalyst facilitates the given reaction. (1) Reactant: [CH2:1]([O:8][C:9]1[N:24]=[C:23]([C:25]2[CH:33]=[CH:32][C:31]3[N:30]4[CH2:34][CH:35]([NH:37][C:38]([O:40][C:41]([CH3:44])([CH3:43])[CH3:42])=[O:39])[CH2:36][C:29]4=[CH:28][C:27]=3[CH:26]=2)[C:22]([CH3:45])=[C:21]([O:46][CH2:47][C:48]2[CH:53]=[CH:52][CH:51]=[CH:50][CH:49]=2)[C:10]=1[C:11]([O:13][CH2:14][C:15]1[CH:20]=[CH:19][CH:18]=[CH:17][CH:16]=1)=[O:12])[C:2]1[CH:7]=[CH:6][CH:5]=[CH:4][CH:3]=1.[H-].[Na+].I[CH3:57]. Product: [CH2:1]([O:8][C:9]1[N:24]=[C:23]([C:25]2[CH:33]=[CH:32][C:31]3[N:30]4[CH2:34][CH:35]([N:37]([C:38]([O:40][C:41]([CH3:42])([CH3:44])[CH3:43])=[O:39])[CH3:57])[CH2:36][C:29]4=[CH:28][C:27]=3[CH:26]=2)[C:22]([CH3:45])=[C:21]([O:46][CH2:47][C:48]2[CH:49]=[CH:50][CH:51]=[CH:52][CH:53]=2)[C:10]=1[C:11]([O:13][CH2:14][C:15]1[CH:16]=[CH:17][CH:18]=[CH:19][CH:20]=1)=[O:12])[C:2]1[CH:7]=[CH:6][CH:5]=[CH:4][CH:3]=1. The catalyst class is: 3. (2) Reactant: ClC(OCC)=O.[CH2:7]([N:13]([CH3:32])[C:14]1[CH:31]=[CH:30][C:17]([CH:18]=[C:19]2[S:23][C:22](=[S:24])[N:21]([CH2:25][C:26]([OH:28])=O)[C:20]2=[O:29])=[CH:16][CH:15]=1)[CH2:8][CH2:9][CH2:10][CH2:11][CH3:12].[CH2:33]([N:35](CC)CC)C.CN. Product: [CH2:7]([N:13]([CH3:32])[C:14]1[CH:15]=[CH:16][C:17]([CH:18]=[C:19]2[S:23][C:22](=[S:24])[N:21]([CH2:25][C:26]([NH:35][CH3:33])=[O:28])[C:20]2=[O:29])=[CH:30][CH:31]=1)[CH2:8][CH2:9][CH2:10][CH2:11][CH3:12]. The catalyst class is: 7. (3) Reactant: Cl.[NH2:2][C:3]1[CH:23]=[CH:22][C:6]([O:7][CH2:8][CH2:9][CH2:10][O:11][S:12]([C:15]2[CH:20]=[CH:19][C:18]([CH3:21])=[CH:17][CH:16]=2)(=[O:14])=[O:13])=[CH:5][C:4]=1[CH2:24][S:25]([C:28]1[C:37]2[C:32](=[CH:33][CH:34]=[CH:35][CH:36]=2)[CH:31]=[CH:30][CH:29]=1)(=[O:27])=[O:26].[N:38]([O-])=O.[Na+].C(=O)([O-])[O-].[Na+].[Na+]. Product: [C:28]1([S:25]([C:24]2[C:4]3[C:3](=[CH:23][CH:22]=[C:6]([O:7][CH2:8][CH2:9][CH2:10][O:11][S:12]([C:15]4[CH:20]=[CH:19][C:18]([CH3:21])=[CH:17][CH:16]=4)(=[O:13])=[O:14])[CH:5]=3)[NH:2][N:38]=2)(=[O:26])=[O:27])[C:37]2[C:32](=[CH:33][CH:34]=[CH:35][CH:36]=2)[CH:31]=[CH:30][CH:29]=1. The catalyst class is: 657. (4) Reactant: CO.[NH2:3][C:4]1[C:13]2[N:14]=[CH:15][N:16]([CH2:17][CH:18]([CH3:20])[CH3:19])[C:12]=2[C:11]2[CH:10]=[C:9](/[CH:21]=[CH:22]/[CH2:23][N:24]3[CH2:28][CH2:27][CH2:26][C:25]3=[O:29])[CH:8]=[CH:7][C:6]=2[N:5]=1. Product: [NH2:3][C:4]1[C:13]2[N:14]=[CH:15][N:16]([CH2:17][CH:18]([CH3:20])[CH3:19])[C:12]=2[C:11]2[CH:10]=[C:9]([CH2:21][CH2:22][CH2:23][N:24]3[CH2:28][CH2:27][CH2:26][C:25]3=[O:29])[CH:8]=[CH:7][C:6]=2[N:5]=1. The catalyst class is: 63.